Regression. Given a peptide amino acid sequence and an MHC pseudo amino acid sequence, predict their binding affinity value. This is MHC class I binding data. From a dataset of Peptide-MHC class I binding affinity with 185,985 pairs from IEDB/IMGT. The peptide sequence is DFTLFIKTGH. The MHC is HLA-A31:01 with pseudo-sequence HLA-A31:01. The binding affinity (normalized) is 0.222.